Dataset: Reaction yield outcomes from USPTO patents with 853,638 reactions. Task: Predict the reaction yield, written as a fraction of the theoretical maximum amount of product (1.0 means a 100% yield; for example, 0.34 means a 34% yield). (1) The reactants are C(NC(C)C)(C)C.[Li]CCCC.[CH3:13][C:14]1[CH:19]=[CH:18][N:17]=[CH:16][CH:15]=1.[C:20](#N)[C:21]1[CH:26]=[CH:25][CH:24]=[CH:23][CH:22]=1.Br.C1C[O:32]CC1. The catalyst is CCCCCC.O. The product is [C:21]1([C:20](=[O:32])[CH2:13][C:14]2[CH:19]=[CH:18][N:17]=[CH:16][CH:15]=2)[CH:26]=[CH:25][CH:24]=[CH:23][CH:22]=1. The yield is 0.900. (2) The reactants are [F:1][C:2]1[CH:7]=[CH:6][C:5]([F:8])=[CH:4][C:3]=1[C@H:9]1[CH2:13][CH2:12][CH2:11][N:10]1[C:14]1[CH:19]=[CH:18][N:17]2[N:20]=[CH:21][C:22]([NH:23][C:24]([N:26]3[CH2:29][C:28]([OH:31])([CH3:30])[CH2:27]3)=[O:25])=[C:16]2[N:15]=1.[S:32](=[O:36])(=[O:35])([OH:34])[OH:33]. The catalyst is CO. The product is [S:32]([OH:36])([OH:35])(=[O:34])=[O:33].[F:1][C:2]1[CH:7]=[CH:6][C:5]([F:8])=[CH:4][C:3]=1[C@H:9]1[CH2:13][CH2:12][CH2:11][N:10]1[C:14]1[CH:19]=[CH:18][N:17]2[N:20]=[CH:21][C:22]([NH:23][C:24]([N:26]3[CH2:29][C:28]([OH:31])([CH3:30])[CH2:27]3)=[O:25])=[C:16]2[N:15]=1. The yield is 0.870. (3) The catalyst is C(C(C)=O)C. The yield is 0.550. The reactants are [Br:1][C:2]1[CH:3]=[CH:4][C:5]([OH:11])=[C:6]([C:8](=[O:10])[CH3:9])[CH:7]=1.C([O-])([O-])=O.[K+].[K+].[Br:18][CH2:19][CH2:20]Br. The product is [Br:1][C:2]1[CH:3]=[CH:4][C:5]([O:11][CH2:20][CH2:19][Br:18])=[C:6]([C:8](=[O:10])[CH3:9])[CH:7]=1. (4) The reactants are [CH3:1][C@H](NC([C@H]1N(C([C@@H](NC([C@@H](N)CC2C=CC(O)=CC=2)=O)CC(O)=O)=O)CCC1)=O)C(N1[C@H](C(N2[C@H](C(N3[C@H](C(N4[C@H](C(N5[C@H](C(N6[C@H](C(O)=O)CCC6)=O)CCC5)=O)CCC4)=O)CCC3)=O)CCC2)=O)CCC1)=O.C1(C)C=CC=CC=1.[CH3:83][NH:84][C:85]1[CH:90]=[CH:89][CH:88]=[CH:87][CH:86]=1.[CH2:91]([N:98]1[C:102](=[O:103])[CH2:101][S:100][C:99]1=[S:104])[C:92]1[CH:97]=[CH:96][CH:95]=[CH:94][CH:93]=1. No catalyst specified. The product is [CH2:91]([N:98]1[C:102](=[O:103])[C:101](=[CH:83][N:84]([C:85]2[CH:90]=[CH:89][CH:88]=[CH:87][CH:86]=2)[CH3:1])[S:100][C:99]1=[S:104])[C:92]1[CH:93]=[CH:94][CH:95]=[CH:96][CH:97]=1. The yield is 0.390. (5) The reactants are [O:1]1[C:5]([C:6]2[CH:11]=[CH:10][CH:9]=[CH:8][N:7]=2)=[CH:4][N:3]=[CH:2]1.ClC1C=CC=C(C(OO)=[O:20])C=1. The catalyst is C(OCC)(=O)C. The product is [O:1]1[C:5]([C:6]2[CH:11]=[CH:10][CH:9]=[CH:8][N+:7]=2[O-:20])=[CH:4][N:3]=[CH:2]1. The yield is 0.340. (6) The reactants are [F:1][CH:2]([F:8])[CH2:3][O:4][CH2:5][CH2:6][OH:7].[C:9]1([CH3:19])[CH:14]=[CH:13][C:12]([S:15](Cl)(=[O:17])=[O:16])=[CH:11][CH:10]=1. The catalyst is CN(C1C=CN=CC=1)C.ClCCl. The product is [CH3:19][C:9]1[CH:14]=[CH:13][C:12]([S:15]([O:7][CH2:6][CH2:5][O:4][CH2:3][CH:2]([F:8])[F:1])(=[O:17])=[O:16])=[CH:11][CH:10]=1. The yield is 0.190. (7) The catalyst is ClCCl. The product is [CH:1]1([C:5]2[O:9][N:8]=[C:7]([C:10]3[C:11]([Cl:17])=[CH:12][CH:13]=[CH:14][C:15]=3[Cl:16])[C:6]=2[CH2:18][O:19][C:21]2[CH:22]=[CH:23][C:24]([C:27]3[CH:28]=[C:29]4[C:34](=[CH:35][CH:36]=3)[C:33]([C:37]([O:39][CH3:40])=[O:38])=[CH:32][CH:31]=[CH:30]4)=[CH:25][CH:26]=2)[CH2:2][CH2:3][CH2:4]1. The yield is 0.250. The reactants are [CH:1]1([C:5]2[O:9][N:8]=[C:7]([C:10]3[C:15]([Cl:16])=[CH:14][CH:13]=[CH:12][C:11]=3[Cl:17])[C:6]=2[CH2:18][OH:19])[CH2:4][CH2:3][CH2:2]1.O[C:21]1[CH:26]=[CH:25][C:24]([C:27]2[CH:28]=[C:29]3[C:34](=[CH:35][CH:36]=2)[C:33]([C:37]([O:39][CH3:40])=[O:38])=[CH:32][CH:31]=[CH:30]3)=[CH:23][CH:22]=1.C1(P(C2C=CC=CC=2)C2C=CC=CC=2)C=CC=CC=1.N(C(OC(C)C)=O)=NC(OC(C)C)=O.